Dataset: Forward reaction prediction with 1.9M reactions from USPTO patents (1976-2016). Task: Predict the product of the given reaction. Given the reactants Cl[C:2]1[CH:7]=[N:6][CH:5]=[C:4]([O:8][CH2:9][CH2:10][C:11]2[C:19]3[C:14](=[CH:15][CH:16]=[CH:17][CH:18]=3)[NH:13][CH:12]=2)[N:3]=1.[NH:20]1[CH2:25][CH2:24][NH:23][CH2:22][CH2:21]1.C([O-])([O-])=O.[K+].[K+], predict the reaction product. The product is: [NH:13]1[C:14]2[C:19](=[CH:18][CH:17]=[CH:16][CH:15]=2)[C:11]([CH2:10][CH2:9][O:8][C:4]2[CH:5]=[N:6][CH:7]=[C:2]([N:20]3[CH2:25][CH2:24][NH:23][CH2:22][CH2:21]3)[N:3]=2)=[CH:12]1.